From a dataset of Reaction yield outcomes from USPTO patents with 853,638 reactions. Predict the reaction yield, written as a fraction of the theoretical maximum amount of product (1.0 means a 100% yield; for example, 0.34 means a 34% yield). (1) The reactants are [Cl:1][C:2]1[CH:8]=[CH:7][C:5]([NH2:6])=[C:4]([F:9])[CH:3]=1.[N:10]([C:13]1([C:19]([O:21][CH3:22])=[O:20])[CH2:18][CH2:17][CH2:16][CH2:15][CH2:14]1)=[C:11]=[O:12]. The catalyst is C(Cl)(Cl)Cl. The product is [Cl:1][C:2]1[CH:8]=[CH:7][C:5]([NH:6][C:11]([NH:10][C:13]2([C:19]([O:21][CH3:22])=[O:20])[CH2:18][CH2:17][CH2:16][CH2:15][CH2:14]2)=[O:12])=[C:4]([F:9])[CH:3]=1. The yield is 0.750. (2) The reactants are C(=O)([O-])[O-].[K+].[K+].N1CCC[C@H]1C(O)=O.[CH3:15][C:16]1[C:24]2[C:23]([NH2:25])=[N:22][CH:21]=[N:20][C:19]=2[O:18][CH:17]=1.N[C:27]1[CH:31]=[C:30]([CH3:32])N[C:28]=1[C:33]([O:35][CH2:36]C)=O. The catalyst is [Cu](I)I.CN(C=O)C. The product is [CH3:36][O:35][C:33]1[CH:28]=[CH:27][C:31]([NH:25][C:23]2[C:24]3[C:16]([CH3:15])=[CH:17][O:18][C:19]=3[N:20]=[CH:21][N:22]=2)=[CH:30][CH:32]=1. The yield is 0.560.